This data is from Catalyst prediction with 721,799 reactions and 888 catalyst types from USPTO. The task is: Predict which catalyst facilitates the given reaction. (1) Reactant: [CH2:1]([O:8][C:9]([N:11]1[CH2:15][CH2:14][CH2:13][CH:12]1[C:16]([O:18][CH2:19][CH3:20])=[NH:17])=[O:10])[C:2]1[CH:7]=[CH:6][CH:5]=[CH:4][CH:3]=1.N[C:22]1[C:27](O)=CC=[CH:24][N:23]=1. Product: [CH2:1]([O:8][C:9]([N:11]1[CH2:15][CH2:14][CH2:13][CH:12]1[C:16]1[O:18][C:19]2[C:24]([N:17]=1)=[N:23][CH:22]=[CH:27][CH:20]=2)=[O:10])[C:2]1[CH:3]=[CH:4][CH:5]=[CH:6][CH:7]=1. The catalyst class is: 14. (2) Reactant: [CH:1]1([C:4]2[CH:5]=[N:6][C:7]([NH:14][C:15]3[CH:16]=[C:17]4[C:22](=[CH:23][CH:24]=3)[C:21]([C:25]3[CH:30]=[CH:29][CH:28]=[CH:27][CH:26]=3)=[N:20][CH:19]=[CH:18]4)=[C:8]([CH:13]=2)[C:9]([O:11]C)=[O:10])[CH2:3][CH2:2]1.[OH-].[Na+]. Product: [CH:1]1([C:4]2[CH:5]=[N:6][C:7]([NH:14][C:15]3[CH:16]=[C:17]4[C:22](=[CH:23][CH:24]=3)[C:21]([C:25]3[CH:30]=[CH:29][CH:28]=[CH:27][CH:26]=3)=[N:20][CH:19]=[CH:18]4)=[C:8]([CH:13]=2)[C:9]([OH:11])=[O:10])[CH2:2][CH2:3]1. The catalyst class is: 111. (3) Reactant: [N:1]([CH2:4][CH2:5][CH2:6][CH2:7][N:8]1[CH:12]=[C:11]([C:13]([NH:15][CH2:16][C:17]2[CH:22]=[CH:21][CH:20]=[C:19]([O:23][C:24]([F:27])([F:26])[F:25])[CH:18]=2)=[O:14])[N:10]=[N:9]1)=[N+:2]=[N-:3].[CH2:28]([NH:31][C:32](=[O:38])[O:33][C:34]([CH3:37])([CH3:36])[CH3:35])[C:29]#[CH:30].O=C1O[C@H]([C@H](CO)O)C(O)=C1O. Product: [C:34]([O:33][C:32](=[O:38])[NH:31][CH2:28][C:29]1[N:3]=[N:2][N:1]([CH2:4][CH2:5][CH2:6][CH2:7][N:8]2[CH:12]=[C:11]([C:13](=[O:14])[NH:15][CH2:16][C:17]3[CH:22]=[CH:21][CH:20]=[C:19]([O:23][C:24]([F:27])([F:26])[F:25])[CH:18]=3)[N:10]=[N:9]2)[CH:30]=1)([CH3:37])([CH3:36])[CH3:35]. The catalyst class is: 664. (4) Reactant: [CH:1]([NH:4][C:5](=[O:33])[CH2:6][N:7]1[C:16](=[O:17])[C:15]2[C:10](=[CH:11][CH:12]=[C:13]([N:18]3[CH2:24][CH2:23][CH2:22][NH:21][CH2:20][CH2:19]3)[CH:14]=2)[N:9]=[C:8]1[C:25]1[CH:30]=[CH:29][CH:28]=[C:27]([O:31][CH3:32])[CH:26]=1)([CH3:3])[CH3:2].[CH2:34](Br)[CH3:35].C([O-])([O-])=O.[K+].[K+]. Product: [CH2:34]([N:21]1[CH2:22][CH2:23][CH2:24][N:18]([C:13]2[CH:14]=[C:15]3[C:10](=[CH:11][CH:12]=2)[N:9]=[C:8]([C:25]2[CH:30]=[CH:29][CH:28]=[C:27]([O:31][CH3:32])[CH:26]=2)[N:7]([CH2:6][C:5]([NH:4][CH:1]([CH3:3])[CH3:2])=[O:33])[C:16]3=[O:17])[CH2:19][CH2:20]1)[CH3:35]. The catalyst class is: 10. (5) Reactant: [NH2:1][C:2]1[CH:3]=[CH:4][C:5]([N:14]2[CH2:19][CH2:18][CH:17]([N:20]3[CH2:25][CH2:24][N:23]([C:26]([OH:28])=[O:27])[CH2:22][CH2:21]3)[CH2:16][CH2:15]2)=[C:6]2[C:11]=1[C:10](=[O:12])[N:9]([CH3:13])[CH2:8][CH2:7]2.[Cl:29][C:30]1[N:35]=[C:34](Cl)[C:33]([Cl:37])=[CH:32][N:31]=1.C([O-])([O-])=O.[K+].[K+].O. Product: [C:6]([O:27][C:26]([N:23]1[CH2:22][CH2:21][N:20]([CH:17]2[CH2:18][CH2:19][N:14]([C:5]3[CH:4]=[CH:3][C:2]([NH:1][C:32]4[C:33]([Cl:37])=[CH:34][N:35]=[C:30]([Cl:29])[N:31]=4)=[C:11]4[C:6]=3[CH2:7][CH2:8][N:9]([CH3:13])[C:10]4=[O:12])[CH2:15][CH2:16]2)[CH2:25][CH2:24]1)=[O:28])([CH3:11])([CH3:7])[CH3:5]. The catalyst class is: 16.